Dataset: Reaction yield outcomes from USPTO patents with 853,638 reactions. Task: Predict the reaction yield, written as a fraction of the theoretical maximum amount of product (1.0 means a 100% yield; for example, 0.34 means a 34% yield). (1) The reactants are [Cl:1][C:2]1[CH:3]=[CH:4][C:5]([SH:8])=[N:6][CH:7]=1.C[O-].[Na+].CO.Br[CH2:15][CH2:16][CH2:17][Cl:18].O. The catalyst is CO. The product is [Cl:1][C:2]1[CH:3]=[CH:4][C:5]([S:8][CH2:15][CH2:16][CH2:17][Cl:18])=[N:6][CH:7]=1. The yield is 0.920. (2) The reactants are [OH:1][CH:2]1[CH2:11][CH2:10][C:9]2[CH:8]=[C:7]([C:12]([O:14][CH3:15])=[O:13])[CH:6]=[CH:5][C:4]=2[CH2:3]1.[N+]([C:19]1[CH:24]=[CH:23][N:22]=[C:21]([C:25]#[N:26])[CH:20]=1)([O-])=O.C(=O)([O-])[O-].[Cs+].[Cs+].O1CCOCC1. The catalyst is O. The product is [C:25]([C:21]1[CH:20]=[C:19]([O:1][CH:2]2[CH2:11][CH2:10][C:9]3[CH:8]=[C:7]([C:12]([O:14][CH3:15])=[O:13])[CH:6]=[CH:5][C:4]=3[CH2:3]2)[CH:24]=[CH:23][N:22]=1)#[N:26]. The yield is 0.950. (3) The product is [Cl:1][C:2]1[CH:7]=[CH:6][C:5]([O:8][C:9]2[CH:10]=[CH:11][C:12]([CH2:15][CH2:16][O:17][C:18]3[N:19]([CH3:38])[CH:20]=[C:21]([CH2:25][C:26]4[CH:31]=[N:30][C:29]([O:32][CH3:33])=[N:28][CH:27]=4)[C:22](=[O:24])[N:23]=3)=[CH:13][CH:14]=2)=[CH:4][C:3]=1[C:34]([F:37])([F:35])[F:36]. The catalyst is C(Cl)Cl. The reactants are [Cl:1][C:2]1[CH:7]=[CH:6][C:5]([O:8][C:9]2[CH:14]=[CH:13][C:12]([CH2:15][CH2:16][O:17][C:18]3[NH:19][CH:20]=[C:21]([CH2:25][C:26]4[CH:27]=[N:28][C:29]([O:32][CH3:33])=[N:30][CH:31]=4)[C:22](=[O:24])[N:23]=3)=[CH:11][CH:10]=2)=[CH:4][C:3]=1[C:34]([F:37])([F:36])[F:35].[CH3:38]CN(C(C)C)C(C)C.CI. The yield is 0.285. (4) The reactants are C[O:2][C:3](=O)[CH2:4][CH2:5][C:6]1[CH:15]=[CH:14][C:9]([C:10](OC)=[O:11])=[CH:8][CH:7]=1.O.[NH2:18][NH2:19].O.[NH:21](C(=O)CCC1C=C(C=CC=1)C(OC)=O)[NH2:22]. The catalyst is CO. The product is [NH:18]([C:3](=[O:2])[CH2:4][CH2:5][C:6]1[CH:15]=[CH:14][C:9]([C:10]([NH:21][NH2:22])=[O:11])=[CH:8][CH:7]=1)[NH2:19]. The yield is 0.560. (5) The reactants are [N:1]1([CH2:7][C:8]2[S:27][C:11]3[N:12]([C:21]4[CH:26]=[CH:25][CH:24]=[CH:23][CH:22]=4)[N:13]=[C:14]([C:17]([O:19]C)=O)[C:15](=[O:16])[C:10]=3[CH:9]=2)[CH2:6][CH2:5][O:4][CH2:3][CH2:2]1.[Cl:28][C:29]1[CH:36]=[CH:35][C:32]([CH2:33][NH2:34])=[CH:31][CH:30]=1. The yield is 0.650. No catalyst specified. The product is [Cl:28][C:29]1[CH:36]=[CH:35][C:32]([CH2:33][NH:34][C:17]([C:14]2[C:15](=[O:16])[C:10]3[CH:9]=[C:8]([CH2:7][N:1]4[CH2:2][CH2:3][O:4][CH2:5][CH2:6]4)[S:27][C:11]=3[N:12]([C:21]3[CH:22]=[CH:23][CH:24]=[CH:25][CH:26]=3)[N:13]=2)=[O:19])=[CH:31][CH:30]=1.